Dataset: Full USPTO retrosynthesis dataset with 1.9M reactions from patents (1976-2016). Task: Predict the reactants needed to synthesize the given product. (1) Given the product [Cl:15][C:12]1[CH:13]=[CH:14][C:9]([CH2:8][NH2:7])=[CH:10][C:11]=1[NH:16][C:17]1[NH:21][C:20]2[CH:22]=[C:23]([N:27]3[CH2:31][CH2:30][CH2:29][CH:28]3[CH2:32][N:33]([CH3:35])[CH3:34])[C:24]([Cl:26])=[CH:25][C:19]=2[N:18]=1, predict the reactants needed to synthesize it. The reactants are: C(OC(=O)[NH:7][CH2:8][C:9]1[CH:14]=[CH:13][C:12]([Cl:15])=[C:11]([NH:16][C:17]2[NH:21][C:20]3[CH:22]=[C:23]([N:27]4[CH2:31][CH2:30][CH2:29][CH:28]4[CH2:32][N:33]([CH3:35])[CH3:34])[C:24]([Cl:26])=[CH:25][C:19]=3[N:18]=2)[CH:10]=1)(C)(C)C.Cl. (2) Given the product [NH2:7][CH2:8][C:9]([CH:12]1[CH2:21][CH:20]([N:22]2[C:23](=[O:32])[C:24]3[C:29](=[CH:28][CH:27]=[CH:26][CH:25]=3)[C:30]2=[O:31])[C:19]2[C:14](=[CH:15][CH:16]=[C:17]([N+:33]([O-:35])=[O:34])[CH:18]=2)[NH:13]1)([CH3:11])[CH3:10], predict the reactants needed to synthesize it. The reactants are: C(OC(=O)[NH:7][CH2:8][C:9]([CH:12]1[CH2:21][CH:20]([N:22]2[C:30](=[O:31])[C:29]3[C:24](=[CH:25][CH:26]=[CH:27][CH:28]=3)[C:23]2=[O:32])[C:19]2[C:14](=[CH:15][CH:16]=[C:17]([N+:33]([O-:35])=[O:34])[CH:18]=2)[NH:13]1)([CH3:11])[CH3:10])(C)(C)C.Cl. (3) Given the product [CH3:1][C:2]1[S:6][C:5]([C:7]2[CH:12]=[CH:11][N:10]=[CH:9][C:8]=2[N:13]2[CH2:14][CH2:15][CH:16]([C:19]([OH:21])=[O:20])[CH2:17][CH2:18]2)=[N:4][N:3]=1, predict the reactants needed to synthesize it. The reactants are: [CH3:1][C:2]1[S:6][C:5]([C:7]2[CH:12]=[CH:11][N:10]=[CH:9][C:8]=2[N:13]2[CH2:18][CH2:17][CH:16]([C:19]([O:21]CC)=[O:20])[CH2:15][CH2:14]2)=[N:4][N:3]=1.C1COCC1.[OH-].[Na+].Cl. (4) Given the product [C:1]1([O:7][CH2:9][CH2:10][CH2:11][CH2:12][CH2:13][CH2:14][CH2:15][OH:16])[CH:6]=[CH:5][CH:4]=[CH:3][CH:2]=1, predict the reactants needed to synthesize it. The reactants are: [C:1]1([OH:7])[CH:6]=[CH:5][CH:4]=[CH:3][CH:2]=1.Br[CH2:9][CH2:10][CH2:11][CH2:12][CH2:13][CH2:14][CH2:15][OH:16]. (5) Given the product [ClH:18].[CH3:1][N:2]([CH3:17])[C:3](=[O:16])[O:4][CH2:5][C@H:6]([NH2:8])[CH3:7], predict the reactants needed to synthesize it. The reactants are: [CH3:1][N:2]([CH3:17])[C:3](=[O:16])[O:4][CH2:5][C@H:6]([NH:8]C(OC(C)(C)C)=O)[CH3:7].[ClH:18]. (6) Given the product [CH3:14][N:12]([CH3:13])[C:10]([C:9]1[CH:8]=[C:7]([CH2:6][C:2]([OH:3])=[O:1])[CH:17]=[CH:16][CH:15]=1)=[O:11], predict the reactants needed to synthesize it. The reactants are: [O:1]1CC[O:3][CH:2]1[CH2:6][C:7]1[CH:8]=[C:9]([CH:15]=[CH:16][CH:17]=1)[C:10]([N:12]([CH3:14])[CH3:13])=[O:11].OOS([O-])=O.[K+].Cl. (7) Given the product [F:1][C:2]1[CH:7]=[CH:6][C:5]([CH:8]2[NH:9][CH:10]3[C:15]4[C:16](=[N:29][NH:30][C:25](=[O:26])[C:14]=4[CH2:13][CH2:12][CH2:11]3)[CH:17]2[C:18]2[N:22]([CH3:23])[N:21]=[CH:20][N:19]=2)=[CH:4][CH:3]=1, predict the reactants needed to synthesize it. The reactants are: [F:1][C:2]1[CH:7]=[CH:6][C:5]([CH:8]2[CH:17]([C:18]3[N:22]([CH3:23])[N:21]=[CH:20][N:19]=3)[C:16](=O)[C:15]3[CH:10]([CH2:11][CH2:12][CH2:13][C:14]=3[C:25](O)=[O:26])[NH:9]2)=[CH:4][CH:3]=1.O.[NH2:29][NH2:30].O. (8) The reactants are: [NH2:1][C:2]1[C:7]2[C:8]([C:11]3[CH:16]=[CH:15][C:14]([O:17][C:18]4[CH:23]=[CH:22][CH:21]=[CH:20][CH:19]=4)=[CH:13][CH:12]=3)=[CH:9][S:10][C:6]=2[C:5](/[CH:24]=[CH:25]/[C:26]([O:28]C(C)(C)C)=[O:27])=[CH:4][N:3]=1.C1(C)C=CC=CC=1. Given the product [NH2:1][C:2]1[C:7]2[C:8]([C:11]3[CH:12]=[CH:13][C:14]([O:17][C:18]4[CH:23]=[CH:22][CH:21]=[CH:20][CH:19]=4)=[CH:15][CH:16]=3)=[CH:9][S:10][C:6]=2[C:5](/[CH:24]=[CH:25]/[C:26]([OH:28])=[O:27])=[CH:4][N:3]=1, predict the reactants needed to synthesize it. (9) The reactants are: [N:1]1([CH2:7][C:8]2[N:16]=[C:15]3[N:10]([C:11](O)=[N:12][C:13]([C:17]4[CH:22]=[CH:21][C:20]([C:23]([F:26])([F:25])[F:24])=[CH:19][CH:18]=4)=[CH:14]3)[N:9]=2)[CH2:6][CH2:5][O:4][CH2:3][CH2:2]1.C(=O)(O)[O-].[Na+].P(Cl)(Cl)([Cl:35])=O. Given the product [Cl:35][C:11]1[N:10]2[N:9]=[C:8]([CH2:7][N:1]3[CH2:6][CH2:5][O:4][CH2:3][CH2:2]3)[N:16]=[C:15]2[CH:14]=[C:13]([C:17]2[CH:22]=[CH:21][C:20]([C:23]([F:26])([F:25])[F:24])=[CH:19][CH:18]=2)[N:12]=1, predict the reactants needed to synthesize it.